Dataset: Full USPTO retrosynthesis dataset with 1.9M reactions from patents (1976-2016). Task: Predict the reactants needed to synthesize the given product. (1) The reactants are: [CH:1]1([N:6]2[CH2:12][CH2:11][C:10](=[O:13])[N:9]([CH3:14])[C:8]3[CH:15]=[N:16][C:17]([NH:19][C:20]4[CH:28]=[CH:27][C:23]([C:24]([OH:26])=O)=[CH:22][C:21]=4[O:29][CH3:30])=[N:18][C:7]2=3)[CH2:5][CH2:4][CH2:3][CH2:2]1.CN(C(ON1N=NC2C=CC=CC1=2)=[N+](C)C)C.[B-](F)(F)(F)F.CCN(C(C)C)C(C)C.[NH2:62][CH:63]1[CH2:68][CH2:67][N:66]([C:69]([O:71][C:72]([CH3:75])([CH3:74])[CH3:73])=[O:70])[CH2:65][CH2:64]1. Given the product [CH:1]1([N:6]2[CH2:12][CH2:11][C:10](=[O:13])[N:9]([CH3:14])[C:8]3[CH:15]=[N:16][C:17]([NH:19][C:20]4[CH:28]=[CH:27][C:23]([C:24]([NH:62][CH:63]5[CH2:64][CH2:65][N:66]([C:69]([O:71][C:72]([CH3:75])([CH3:74])[CH3:73])=[O:70])[CH2:67][CH2:68]5)=[O:26])=[CH:22][C:21]=4[O:29][CH3:30])=[N:18][C:7]2=3)[CH2:2][CH2:3][CH2:4][CH2:5]1, predict the reactants needed to synthesize it. (2) Given the product [OH:3][CH:4]([C:30]1[CH:35]=[CH:34][C:33]([O:36][C:37]2[CH:42]=[CH:41][CH:40]=[CH:39][CH:38]=2)=[CH:32][N:31]=1)[CH:5]([CH2:16][C:17]1[CH:22]=[CH:21][CH:20]=[C:19]([O:23][C:24]([F:29])([F:28])[CH:25]([F:27])[F:26])[CH:18]=1)[C:6]([O:8][CH2:9][C:10]1[CH:15]=[CH:14][CH:13]=[CH:12][CH:11]=1)=[O:7], predict the reactants needed to synthesize it. The reactants are: [BH4-].[Na+].[O:3]=[C:4]([C:30]1[CH:35]=[CH:34][C:33]([O:36][C:37]2[CH:42]=[CH:41][CH:40]=[CH:39][CH:38]=2)=[CH:32][N:31]=1)[CH:5]([CH2:16][C:17]1[CH:22]=[CH:21][CH:20]=[C:19]([O:23][C:24]([F:29])([F:28])[CH:25]([F:27])[F:26])[CH:18]=1)[C:6]([O:8][CH2:9][C:10]1[CH:15]=[CH:14][CH:13]=[CH:12][CH:11]=1)=[O:7].Cl.C(=O)([O-])O.[Na+]. (3) Given the product [C:3]([C:7]1[C:11]([CH2:12][NH:2][CH3:1])=[CH:10][N:9]([CH2:14][C:15]([NH:17][C:18]2[S:22][C:21]3[CH2:23][CH2:24][CH2:25][CH2:26][C:20]=3[C:19]=2[C:27]([NH:29][CH3:30])=[O:28])=[O:16])[N:8]=1)([CH3:4])([CH3:5])[CH3:6], predict the reactants needed to synthesize it. The reactants are: [CH3:1][NH2:2].[C:3]([C:7]1[C:11]([CH:12]=O)=[CH:10][N:9]([CH2:14][C:15]([NH:17][C:18]2[S:22][C:21]3[CH2:23][CH2:24][CH2:25][CH2:26][C:20]=3[C:19]=2[C:27]([NH:29][CH3:30])=[O:28])=[O:16])[N:8]=1)([CH3:6])([CH3:5])[CH3:4].C(O)(=O)C.C(O[BH-](OC(=O)C)OC(=O)C)(=O)C.[Na+]. (4) Given the product [Br:1][C:2]1[C:3]([N:25]([CH2:23][CH3:24])[CH2:26][CH2:27][OH:28])=[N:4][CH:5]=[C:6]([CH:21]=1)[C:7]([NH:9][C:10]1[CH:15]=[CH:14][C:13]([O:16][C:17]([Cl:20])([F:19])[F:18])=[CH:12][CH:11]=1)=[O:8], predict the reactants needed to synthesize it. The reactants are: [Br:1][C:2]1[C:3](Cl)=[N:4][CH:5]=[C:6]([CH:21]=1)[C:7]([NH:9][C:10]1[CH:15]=[CH:14][C:13]([O:16][C:17]([Cl:20])([F:19])[F:18])=[CH:12][CH:11]=1)=[O:8].[CH2:23]([NH:25][CH2:26][CH2:27][OH:28])[CH3:24]. (5) Given the product [OH:16][C:6]1[C:7]2[C:8](=[N:9][CH:10]=[CH:11][N:12]=2)[NH:13][C:14](=[O:15])[CH:5]=1, predict the reactants needed to synthesize it. The reactants are: COC([C:5]1[C:14]([OH:15])=[N:13][C:8]2=[N:9][CH:10]=[CH:11][N:12]=[C:7]2[C:6]=1[OH:16])=O.